This data is from Catalyst prediction with 721,799 reactions and 888 catalyst types from USPTO. The task is: Predict which catalyst facilitates the given reaction. Product: [CH2:46]([O:45][CH2:33][CH2:34][CH2:35][CH2:36][CH2:37][CH2:38][CH2:39][CH2:40][CH2:41][CH2:42][C:43]#[C:44][C:16]1[C:17]([O:22][CH3:23])=[C:18]2[C:13](=[CH:14][C:15]=1[O:25][CH3:26])[O:12][C:11]([C:5]1[CH:6]=[CH:7][C:8]([O:9][CH3:10])=[C:3]([O:2][CH3:1])[CH:4]=1)=[CH:20][C:19]2=[O:21])[C:47]1[CH:52]=[CH:51][CH:50]=[CH:49][CH:48]=1. The catalyst class is: 538. Reactant: [CH3:1][O:2][C:3]1[CH:4]=[C:5]([C:11]2[O:12][C:13]3[C:18]([C:19](=[O:21])[CH:20]=2)=[C:17]([O:22][CH3:23])[C:16](I)=[C:15]([O:25][CH3:26])[CH:14]=3)[CH:6]=[CH:7][C:8]=1[O:9][CH3:10].N1CCCCC1.[CH2:33]([O:45][CH2:46][C:47]1[CH:52]=[CH:51][CH:50]=[CH:49][CH:48]=1)[CH2:34][CH2:35][CH2:36][CH2:37][CH2:38][CH2:39][CH2:40][CH2:41][CH2:42][C:43]#[CH:44].